Dataset: Full USPTO retrosynthesis dataset with 1.9M reactions from patents (1976-2016). Task: Predict the reactants needed to synthesize the given product. (1) Given the product [CH3:10][O:9][C:7](=[O:8])[C:6]1[CH:11]=[C:2]([O:1][C:24]2[CH:25]=[C:26]([C:33]3[CH:38]=[CH:37][CH:36]=[CH:35][CH:34]=3)[C:27]([N+:30]([O-:32])=[O:31])=[CH:28][CH:29]=2)[CH:3]=[CH:4][C:5]=1[NH:12][S:13]([C:16]1[CH:21]=[CH:20][C:19]([CH3:22])=[CH:18][CH:17]=1)(=[O:15])=[O:14], predict the reactants needed to synthesize it. The reactants are: [OH:1][C:2]1[CH:3]=[CH:4][C:5]([NH:12][S:13]([C:16]2[CH:21]=[CH:20][C:19]([CH3:22])=[CH:18][CH:17]=2)(=[O:15])=[O:14])=[C:6]([CH:11]=1)[C:7]([O:9][CH3:10])=[O:8].F[C:24]1[CH:29]=[CH:28][C:27]([N+:30]([O-:32])=[O:31])=[C:26]([C:33]2[CH:38]=[CH:37][CH:36]=[CH:35][CH:34]=2)[CH:25]=1.C(=O)([O-])[O-].[K+].[K+]. (2) Given the product [C:28]([C:27]1[CH:13]([C:5]2[CH:6]=[CH:7][CH:8]=[C:9]3[C:4]=2[O:3][C:2]([CH3:1])=[CH:11][C:10]3=[O:12])[C:17]([C:18]([O:20][CH2:21][CH3:22])=[O:19])=[C:16]([CH3:23])[NH:15][C:26]=1[C:25]([F:33])([F:32])[F:24])(=[O:30])[CH3:29], predict the reactants needed to synthesize it. The reactants are: [CH3:1][C:2]1[O:3][C:4]2[C:9]([C:10](=[O:12])[CH:11]=1)=[CH:8][CH:7]=[CH:6][C:5]=2[CH:13]=O.[NH2:15]/[C:16](/[CH3:23])=[CH:17]\[C:18]([O:20][CH2:21][CH3:22])=[O:19].[F:24][C:25]([F:33])([F:32])[C:26](=O)[CH2:27][C:28](=[O:30])[CH3:29].C(O)(=O)C. (3) Given the product [CH3:18][O:17][CH2:16][CH2:15][O:14][C:4]1[C:5]([O:9][CH2:10][CH2:11][O:12][CH3:13])=[CH:6][CH:7]=[CH:8][C:3]=1[CH2:2][C:19]#[N:20], predict the reactants needed to synthesize it. The reactants are: Cl[CH2:2][C:3]1[CH:8]=[CH:7][CH:6]=[C:5]([O:9][CH2:10][CH2:11][O:12][CH3:13])[C:4]=1[O:14][CH2:15][CH2:16][O:17][CH3:18].[C-:19]#[N:20].[K+].C(OCC)(=O)C. (4) Given the product [Br:17][C:9]1[N:5]([CH2:4][C:3]2[CH:11]=[CH:12][CH:13]=[CH:14][C:2]=2[F:1])[C:6](=[O:10])[NH:7][N:8]=1, predict the reactants needed to synthesize it. The reactants are: [F:1][C:2]1[CH:14]=[CH:13][CH:12]=[CH:11][C:3]=1[CH2:4][N:5]1[CH:9]=[N:8][NH:7][C:6]1=[O:10].[OH-].[Na+].[Br:17]Br. (5) Given the product [OH:29][CH2:28][CH2:27][N:26]([CH3:30])[C:23]1[N:24]=[CH:25][C:20]([NH:19][C:12]([C:10]2[N:11]=[C:7]([C:1]3[CH:2]=[CH:3][CH:4]=[CH:5][CH:6]=3)[O:8][C:9]=2[C:15]([F:18])([F:17])[F:16])=[O:14])=[CH:21][CH:22]=1, predict the reactants needed to synthesize it. The reactants are: [C:1]1([C:7]2[O:8][C:9]([C:15]([F:18])([F:17])[F:16])=[C:10]([C:12]([OH:14])=O)[N:11]=2)[CH:6]=[CH:5][CH:4]=[CH:3][CH:2]=1.[NH2:19][C:20]1[CH:21]=[CH:22][C:23]([N:26]([CH3:30])[CH2:27][CH2:28][OH:29])=[N:24][CH:25]=1. (6) Given the product [O:9]=[C:7]1[CH:3]2[CH2:2][N:1]([C:11]([O:13][C:14]([CH3:17])([CH3:16])[CH3:15])=[O:12])[CH2:6][CH2:5][N:4]2[C:28](=[O:29])[N:27]1[C@@H:25]1[CH2:26][C@H:24]1[C:18]1[CH:23]=[CH:22][CH:21]=[CH:20][CH:19]=1, predict the reactants needed to synthesize it. The reactants are: [N:1]1([C:11]([O:13][C:14]([CH3:17])([CH3:16])[CH3:15])=[O:12])[CH2:6][CH2:5][NH:4][CH:3]([C:7]([O:9]C)=O)[CH2:2]1.[C:18]1([C@@H:24]2[CH2:26][C@H:25]2[N:27]=[C:28]=[O:29])[CH:23]=[CH:22][CH:21]=[CH:20][CH:19]=1.CCN(C(C)C)C(C)C.